From a dataset of Forward reaction prediction with 1.9M reactions from USPTO patents (1976-2016). Predict the product of the given reaction. Given the reactants C(OC1N=C2C(N=C(OC)N2CCCC2CCCCN2)=C(N)N=1)CCC.[NH2:27][C:28]1[N:36]=[C:35]([O:37][CH2:38][CH2:39][CH2:40][CH3:41])[N:34]=[C:33]2[C:29]=1[N:30]=[C:31]([O:61][CH3:62])[N:32]2[CH2:42][CH2:43][CH2:44][CH:45]1[CH2:50][CH2:49][N:48](C(OCC2C=CC=CC=2)=O)[CH2:47][CH2:46]1, predict the reaction product. The product is: [CH2:38]([O:37][C:35]1[N:34]=[C:33]2[C:29]([N:30]=[C:31]([O:61][CH3:62])[N:32]2[CH2:42][CH2:43][CH2:44][CH:45]2[CH2:50][CH2:49][NH:48][CH2:47][CH2:46]2)=[C:28]([NH2:27])[N:36]=1)[CH2:39][CH2:40][CH3:41].